This data is from Full USPTO retrosynthesis dataset with 1.9M reactions from patents (1976-2016). The task is: Predict the reactants needed to synthesize the given product. (1) Given the product [CH3:14][C:2]1([CH3:1])[CH:3]([OH:5])[C:13]2[C:8](=[CH:9][CH:10]=[CH:11][CH:12]=2)[S:7][CH2:6]1, predict the reactants needed to synthesize it. The reactants are: [CH3:1][C:2]([CH3:14])([CH2:6][S:7][C:8]1[CH:13]=[CH:12][CH:11]=[CH:10][CH:9]=1)[C:3]([OH:5])=O.CS(O)(=O)=O.O=P12OP3(OP(OP(O3)(O1)=O)(=O)O2)=O.[OH-].[Na+].[BH4-].[Na+]. (2) Given the product [NH2:7][CH:8]1[CH2:9][CH2:10][N:11]([S:14]([C:17]2[CH:22]=[CH:21][C:20]([C:23]([NH:24][CH2:25][CH2:26][C:27]3[CH:28]=[CH:29][CH:30]=[CH:31][CH:32]=3)=[O:33])=[C:19]([F:34])[CH:18]=2)(=[O:15])=[O:16])[CH2:12][CH2:13]1, predict the reactants needed to synthesize it. The reactants are: C(OC(=O)[NH:7][CH:8]1[CH2:13][CH2:12][N:11]([S:14]([C:17]2[CH:22]=[CH:21][C:20]([C:23](=[O:33])[NH:24][CH2:25][CH2:26][C:27]3[CH:32]=[CH:31][CH:30]=[CH:29][CH:28]=3)=[C:19]([F:34])[CH:18]=2)(=[O:16])=[O:15])[CH2:10][CH2:9]1)(C)(C)C.Cl. (3) Given the product [NH2:17][CH2:16][CH:15]([NH:14][C:12]([C:9]1[S:10][CH:11]=[C:7]([C:6]2[N:2]([CH3:1])[N:3]=[CH:4][CH:5]=2)[N:8]=1)=[O:13])[CH2:25][C:26]1[CH:27]=[CH:28][CH:29]=[CH:30][CH:31]=1, predict the reactants needed to synthesize it. The reactants are: [CH3:1][N:2]1[C:6]([C:7]2[N:8]=[C:9]([C:12]([NH:14][CH:15]([CH2:25][C:26]3[CH:31]=[CH:30][CH:29]=[CH:28][CH:27]=3)[CH2:16][NH:17]C(=O)OC(C)(C)C)=[O:13])[S:10][CH:11]=2)=[CH:5][CH:4]=[N:3]1. (4) Given the product [C:2]([C:5]1[CH:10]([CH2:11][CH:12]2[CH2:20][C:19]3[C:14](=[CH:15][CH:16]=[C:17]([O:21][CH3:22])[CH:18]=3)[C:13]2=[O:23])[CH:9]=[CH:8][N:7]([CH2:24][C:25]2[CH:30]=[CH:29][CH:28]=[CH:27][C:26]=2[CH3:31])[CH:6]=1)(=[O:4])[CH3:3], predict the reactants needed to synthesize it. The reactants are: [Br-].[C:2]([C:5]1[CH:6]=[N+:7]([CH2:24][C:25]2[CH:30]=[CH:29][CH:28]=[CH:27][C:26]=2[CH3:31])[CH:8]=[CH:9][C:10]=1[CH2:11][CH:12]1[CH2:20][C:19]2[C:14](=[CH:15][CH:16]=[C:17]([O:21][CH3:22])[CH:18]=2)[C:13]1=[O:23])(=[O:4])[CH3:3].C1C(C(N)=O)=CN(CC2C=CC=CC=2)C=C1. (5) The reactants are: C([N:8]1[CH2:13][CH2:12][C:11]2([C:21]3[C:16](=[CH:17][CH:18]=[CH:19][CH:20]=3)[CH:15]=[CH:14]2)[CH2:10][CH2:9]1)(OC(C)(C)C)=O. Given the product [NH:8]1[CH2:13][CH2:12][C:11]2([C:21]3[C:16](=[CH:17][CH:18]=[CH:19][CH:20]=3)[CH2:15][CH2:14]2)[CH2:10][CH2:9]1, predict the reactants needed to synthesize it. (6) Given the product [F:1][C:2]([F:27])([F:26])[CH2:3][NH:4][C:5]([C:7]1([CH2:21][CH2:22][CH2:23][CH2:24][N:31]2[CH2:32][CH2:33][CH2:34][N:28]([C:35]3[CH:44]=[CH:43][C:42]4[C:37](=[CH:38][CH:39]=[CH:40][CH:41]=4)[N:36]=3)[CH2:29][CH2:30]2)[C:20]2[CH:19]=[CH:18][CH:17]=[CH:16][C:15]=2[O:14][C:13]2[C:8]1=[CH:9][CH:10]=[CH:11][CH:12]=2)=[O:6], predict the reactants needed to synthesize it. The reactants are: [F:1][C:2]([F:27])([F:26])[CH2:3][NH:4][C:5]([C:7]1([CH2:21][CH2:22][CH2:23][CH2:24]Br)[C:20]2[CH:19]=[CH:18][CH:17]=[CH:16][C:15]=2[O:14][C:13]2[C:8]1=[CH:9][CH:10]=[CH:11][CH:12]=2)=[O:6].[N:28]1([C:35]2[CH:44]=[CH:43][C:42]3[C:37](=[CH:38][CH:39]=[CH:40][CH:41]=3)[N:36]=2)[CH2:34][CH2:33][CH2:32][NH:31][CH2:30][CH2:29]1. (7) Given the product [F:16][C:2]([F:1])([F:15])[CH2:3][O:4][C:5]1[C:10]2[C:11]([O:14][CH2:18][CH:19]3[CH2:24][CH2:23][N:22]([C:25]([O:27][C:28]([CH3:29])([CH3:31])[CH3:30])=[O:26])[CH2:21][CH2:20]3)=[N:12][O:13][C:9]=2[CH:8]=[CH:7][CH:6]=1, predict the reactants needed to synthesize it. The reactants are: [F:1][C:2]([F:16])([F:15])[CH2:3][O:4][C:5]1[C:10]2[C:11]([OH:14])=[N:12][O:13][C:9]=2[CH:8]=[CH:7][CH:6]=1.O[CH2:18][CH:19]1[CH2:24][CH2:23][N:22]([C:25]([O:27][C:28]([CH3:31])([CH3:30])[CH3:29])=[O:26])[CH2:21][CH2:20]1.C(P(=C(C(OC)=O)C(OC)=O)(CCCC)CCCC)CCC. (8) Given the product [CH3:39][N:42]([CH3:43])[C:45]1[CH:47]=[CH:67][C:66]([NH:72][C:30]([CH:20]2[NH:19][CH:18]([CH2:33][C:34]([CH3:37])([CH3:35])[CH3:36])[C:17]3([C:12]4[C:13](=[CH:14][C:9]([Cl:8])=[CH:10][CH:11]=4)[NH:15][C:16]3=[O:38])[CH:21]2[C:22]2[CH:27]=[CH:26][CH:25]=[C:24]([Cl:28])[C:23]=2[F:29])=[O:32])=[C:65]([O:64][CH3:63])[CH:46]=1, predict the reactants needed to synthesize it. The reactants are: FC(F)(F)C(O)=O.[Cl:8][C:9]1[CH:14]=[C:13]2[NH:15][C:16](=[O:38])[C:17]3([CH:21]([C:22]4[CH:27]=[CH:26][CH:25]=[C:24]([Cl:28])[C:23]=4[F:29])[CH:20]([C:30]([OH:32])=O)[NH:19][CH:18]3[CH2:33][C:34]([CH3:37])([CH3:36])[CH3:35])[C:12]2=[CH:11][CH:10]=1.[CH:39]([N:42]([CH:45]([CH3:47])[CH3:46])[CH2:43]C)(C)C.C1(P(Cl)(C2C=CC=CC=2)=O)C=CC=CC=1.[CH3:63][O:64][C:65]1C=C(N)C=[CH:67][C:66]=1[N:72](C)C. (9) The reactants are: Cl[C:2]1[C:3]2[N:4]([N:9]=[C:10]([C:12]([O:14][CH2:15][CH3:16])=[O:13])[CH:11]=2)[CH:5]=[C:6]([CH3:8])[N:7]=1.[CH3:17][O-:18].[Na+]. Given the product [CH3:17][O:18][C:2]1[C:3]2[N:4]([N:9]=[C:10]([C:12]([O:14][CH2:15][CH3:16])=[O:13])[CH:11]=2)[CH:5]=[C:6]([CH3:8])[N:7]=1, predict the reactants needed to synthesize it. (10) The reactants are: [CH2:1]([O:8][NH:9][C:10](=[O:31])[CH2:11][C@H:12]([C:22]1[O:23][C:24]([CH3:30])=[C:25]([C:27](O)=[O:28])[N:26]=1)[CH2:13][CH2:14][CH2:15][CH:16]1[CH2:21][CH2:20][CH2:19][CH2:18][CH2:17]1)[C:2]1[CH:7]=[CH:6][CH:5]=[CH:4][CH:3]=1.CN1CCOCC1.O.ON1C2C=CC=CC=2N=N1.Cl.CN(C)CCCN=C=NCC.Cl.[CH3:63][O:64][C:65](=[O:68])[CH2:66][NH2:67]. Given the product [CH2:1]([O:8][NH:9][C:10](=[O:31])[CH2:11][C@H:12]([C:22]1[O:23][C:24]([CH3:30])=[C:25]([C:27]([NH:67][CH2:66][C:65]([O:64][CH3:63])=[O:68])=[O:28])[N:26]=1)[CH2:13][CH2:14][CH2:15][CH:16]1[CH2:17][CH2:18][CH2:19][CH2:20][CH2:21]1)[C:2]1[CH:3]=[CH:4][CH:5]=[CH:6][CH:7]=1, predict the reactants needed to synthesize it.